This data is from Full USPTO retrosynthesis dataset with 1.9M reactions from patents (1976-2016). The task is: Predict the reactants needed to synthesize the given product. Given the product [CH2:1]([N:8]1[CH2:13][CH2:12][CH:11]2[CH:10]([C:19](=[O:20])[C:15]3[S:16][CH:17]=[CH:18][C:14]=32)[CH2:9]1)[C:2]1[CH:7]=[CH:6][CH:5]=[CH:4][CH:3]=1, predict the reactants needed to synthesize it. The reactants are: [CH2:1]([N:8]1[CH2:13][CH2:12][CH:11]([C:14]2[CH:18]=[CH:17][S:16][CH:15]=2)[CH:10]([C:19](Cl)=[O:20])[CH2:9]1)[C:2]1[CH:7]=[CH:6][CH:5]=[CH:4][CH:3]=1.